This data is from Full USPTO retrosynthesis dataset with 1.9M reactions from patents (1976-2016). The task is: Predict the reactants needed to synthesize the given product. Given the product [CH3:25][C:94]1[CH2:92][CH2:91][CH2:90][C:89]([CH3:88])([CH3:121])[C:95]=1/[CH:96]=[CH:97]/[C:155](/[CH3:154])=[CH:17]/[CH:16]=[CH:15]/[C:14](/[CH3:19])=[CH:13]/[CH:135]=[O:137], predict the reactants needed to synthesize it. The reactants are: CC1(C)S[C@@H]2[C@H](NC([CH2:13][C:14]3[CH:15]=[CH:16][CH:17]=C[CH:19]=3)=O)C(=O)N2[C@H]1C([O-])=O.[K+].[CH3:25][C@@H]1O[C@@H](O[C@H]2[C@H](O)[C@@H](O)[C@H](N=C(N)N)[C@@H](O)[C@@H]2N=C(N)N)[C@H](O[C@@H]2O[C@@H](CO)[C@H](O)[C@@H](O)[C@@H]2NC)[C@@]1(O)C=O.OS(O)(=O)=O.C[C@@H]1[C@@H](O)[C@@H](C)[C@H](C)OC(=O)C[C@H](O)C[C@H](O)CC[C@@H](O)[C@H:97](O)[CH2:96][C@H:95](O)[CH2:94][C@@:92]2(O)O[C@H:88]([C@H:89]([C:121](O)=O)[C@@H:90](O)[CH2:91]2)C[C@@H](O[C@@H]2O[C@H](C)[C@@H](O)[C@H](N)[C@@H]2O)C=CC=CC=CC=CC=CC=CC=C1.[C:135](=[O:137])=O.C(N([CH2:154][C:155](O)=O)CC(O)=O)CN(CC(O)=O)CC(O)=O.